From a dataset of Reaction yield outcomes from USPTO patents with 853,638 reactions. Predict the reaction yield, written as a fraction of the theoretical maximum amount of product (1.0 means a 100% yield; for example, 0.34 means a 34% yield). The reactants are [N+]([O-])(O)=O.[N+]([O-])(O)=O.[CH3:9][O:10][C:11]1[CH:12]=[C:13]([NH:23][C:24]([NH2:26])=[NH:25])[CH:14]=[CH:15][C:16]=1[N:17]1[CH:21]=[C:20]([CH3:22])[N:19]=[CH:18]1.CN(C)[CH:29]=[CH:30][C:31](=O)[C:32]([CH3:43])([C:34]1[CH:39]=[C:38]([F:40])[C:37]([F:41])=[C:36]([F:42])[CH:35]=1)[CH3:33]. No catalyst specified. The product is [CH3:9][O:10][C:11]1[CH:12]=[C:13]([NH:23][C:24]2[N:26]=[C:31]([C:32]([CH3:43])([C:34]3[CH:35]=[C:36]([F:42])[C:37]([F:41])=[C:38]([F:40])[CH:39]=3)[CH3:33])[CH:30]=[CH:29][N:25]=2)[CH:14]=[CH:15][C:16]=1[N:17]1[CH:21]=[C:20]([CH3:22])[N:19]=[CH:18]1. The yield is 0.210.